Dataset: Full USPTO retrosynthesis dataset with 1.9M reactions from patents (1976-2016). Task: Predict the reactants needed to synthesize the given product. Given the product [Br:27][CH2:25][C:23]1[C:22]([Cl:26])=[CH:21][C:20]2[C:16]([N:8]([C:9]([O:10][C:11]([CH3:14])([CH3:13])[CH3:12])=[O:15])[C:6](=[O:7])[O:5][C:1]([CH3:2])([CH3:3])[CH3:4])=[N:17][O:18][C:19]=2[CH:24]=1, predict the reactants needed to synthesize it. The reactants are: [C:1]([O:5][C:6]([N:8]([C:16]1[C:20]2[CH:21]=[C:22]([Cl:26])[C:23]([CH3:25])=[CH:24][C:19]=2[O:18][N:17]=1)[C:9](=[O:15])[O:10][C:11]([CH3:14])([CH3:13])[CH3:12])=[O:7])([CH3:4])([CH3:3])[CH3:2].[Br:27]N1C(=O)CCC1=O.CC(N=NC(C#N)(C)C)(C#N)C.